From a dataset of Catalyst prediction with 721,799 reactions and 888 catalyst types from USPTO. Predict which catalyst facilitates the given reaction. (1) Reactant: [CH:1]1([C:7]2[C:8]3[CH:9]=[CH:10][C:11]([C:39](O)=[O:40])=[CH:12][C:13]=3[N:14]3[CH2:20][C:19]([C:21]([N:23]4[CH2:28][CH2:27][CH:26]([N:29]5[CH2:34][CH2:33][O:32][CH2:31][CH2:30]5)[CH2:25][CH2:24]4)=[O:22])=[CH:18][C:17]4[CH:35]=[CH:36][CH:37]=[CH:38][C:16]=4[C:15]=23)[CH2:6][CH2:5][CH2:4][CH2:3][CH2:2]1.C(N(CC)C(C)C)(C)C.Cl.Cl.[NH2:53][CH2:54][C:55]1[N:56]=[C:57]2[CH:62]=[CH:61][CH:60]=[CH:59][N:58]2[CH:63]=1.Cl.CN(C)CCCN=C=NCC.ON1C2C=CC=CC=2N=N1. Product: [CH:1]1([C:7]2[C:8]3[CH:9]=[CH:10][C:11]([C:39]([NH:53][CH2:54][C:55]4[N:56]=[C:57]5[CH:62]=[CH:61][CH:60]=[CH:59][N:58]5[CH:63]=4)=[O:40])=[CH:12][C:13]=3[N:14]3[CH2:20][C:19]([C:21]([N:23]4[CH2:24][CH2:25][CH:26]([N:29]5[CH2:34][CH2:33][O:32][CH2:31][CH2:30]5)[CH2:27][CH2:28]4)=[O:22])=[CH:18][C:17]4[CH:35]=[CH:36][CH:37]=[CH:38][C:16]=4[C:15]=23)[CH2:2][CH2:3][CH2:4][CH2:5][CH2:6]1. The catalyst class is: 2. (2) Reactant: [OH:1][C:2]1[CH:7]=[CH:6][C:5]([C@H:8]2[CH2:12][C:11]3([CH2:17][CH2:16][N:15]([C:18]([O:20][C:21]([CH3:24])([CH3:23])[CH3:22])=[O:19])[CH2:14][CH2:13]3)[O:10][CH2:9]2)=[CH:4][CH:3]=1.C(=O)([O-])[O-].[K+].[K+].Br[CH2:32][C:33]1[CH:38]=[CH:37][C:36]([C:39]([F:42])([F:41])[F:40])=[CH:35][N:34]=1. Product: [F:42][C:39]([F:40])([F:41])[C:36]1[CH:37]=[CH:38][C:33]([CH2:32][O:1][C:2]2[CH:7]=[CH:6][C:5]([C@H:8]3[CH2:12][C:11]4([CH2:13][CH2:14][N:15]([C:18]([O:20][C:21]([CH3:24])([CH3:23])[CH3:22])=[O:19])[CH2:16][CH2:17]4)[O:10][CH2:9]3)=[CH:4][CH:3]=2)=[N:34][CH:35]=1. The catalyst class is: 1.